Task: Predict the product of the given reaction.. Dataset: Forward reaction prediction with 1.9M reactions from USPTO patents (1976-2016) (1) Given the reactants [CH2:1]([O:3][C:4]1[CH:9]=[CH:8][N:7]=[CH:6][C:5]=1[NH:10][C:11]1[S:12][CH:13]=[C:14]([C:16]2[CH:21]=[CH:20][C:19]([C:22]3[CH2:23][CH2:24][NH:25][CH2:26][CH:27]=3)=[CH:18][CH:17]=2)[N:15]=1)[CH3:2].[C:28](O)(C(F)(F)F)=O.C=O.O.[BH3-]C#N.[Na+], predict the reaction product. The product is: [CH2:1]([O:3][C:4]1[CH:9]=[CH:8][N:7]=[CH:6][C:5]=1[NH:10][C:11]1[S:12][CH:13]=[C:14]([C:16]2[CH:21]=[CH:20][C:19]([C:22]3[CH2:23][CH2:24][N:25]([CH3:28])[CH2:26][CH:27]=3)=[CH:18][CH:17]=2)[N:15]=1)[CH3:2]. (2) Given the reactants [C:1]([O:5][C:6]([NH:8][C@H:9]([C:16](=[O:22])[N:17]1[CH2:21][CH2:20][CH2:19][CH2:18]1)[C@H:10]([CH3:15])[C:11]([O:13]C)=[O:12])=[O:7])([CH3:4])([CH3:3])[CH3:2].[OH-].[Li+], predict the reaction product. The product is: [C:1]([O:5][C:6]([NH:8][C@H:9]([C:16](=[O:22])[N:17]1[CH2:18][CH2:19][CH2:20][CH2:21]1)[C@H:10]([CH3:15])[C:11]([OH:13])=[O:12])=[O:7])([CH3:2])([CH3:3])[CH3:4]. (3) Given the reactants [CH2:1]([C:3]1[S:7][C:6]([NH2:8])=[N:5][N:4]=1)[CH3:2].Br[CH2:10][C:11](=O)[C:12]([O:14][CH2:15][CH3:16])=[O:13].CCO, predict the reaction product. The product is: [CH2:1]([C:3]1[S:7][C:6]2=[N:8][C:11]([C:12]([O:14][CH2:15][CH3:16])=[O:13])=[CH:10][N:5]2[N:4]=1)[CH3:2]. (4) Given the reactants [NH2:1][C:2]1[C:7]2=[CH:8][CH:9]=[C:10]([C@@H:11]3[O:15][C@@:14]([CH2:18]O)([CH:16]=[O:17])[C@@H:13]([O:20][Si:21]([C:24]([CH3:27])([CH3:26])[CH3:25])([CH3:23])[CH3:22])[CH2:12]3)[N:6]2[N:5]=[CH:4][N:3]=1.[C:28]([O-])([O-])=O.[K+].[K+].[N+](=C(P(=O)(OC)OC)C(=O)C)=[N-], predict the reaction product. The product is: [NH2:1][C:2]1[C:7]2=[CH:8][CH:9]=[C:10]([C@@H:11]3[O:15][C@@:14]([CH2:16][OH:17])([C:18]#[CH:28])[C@@H:13]([O:20][Si:21]([C:24]([CH3:25])([CH3:26])[CH3:27])([CH3:23])[CH3:22])[CH2:12]3)[N:6]2[N:5]=[CH:4][N:3]=1.